This data is from Forward reaction prediction with 1.9M reactions from USPTO patents (1976-2016). The task is: Predict the product of the given reaction. (1) Given the reactants [NH2:1][C@@H:2]([C:6]1[CH:11]=[CH:10][CH:9]=[CH:8][CH:7]=1)[C:3](O)=O.Cl.[NH2:13][C@@H:14]([CH2:19][CH2:20][CH3:21])[C:15](OC)=[O:16].C([C@@H]1NC[C@H](CC(C)C)NC1=O)C(C)C, predict the reaction product. The product is: [C:6]1([C@@H:2]2[NH:1][C:15](=[O:16])[C@H:14]([CH2:19][CH2:20][CH3:21])[NH:13][CH2:3]2)[CH:11]=[CH:10][CH:9]=[CH:8][CH:7]=1. (2) Given the reactants [NH2:1][C@H:2]1[CH2:6][N:5]([C:7](OC(C)(C)C)=O)[C@@H:4]([CH3:14])[CH2:3]1.[Br:15][C:16]1[CH:21]=[C:20]([F:22])[C:19]([Cl:23])=[CH:18][C:17]=1[S:24](Cl)(=[O:26])=[O:25].CC[N:30](C(C)C)C(C)C.N#CBr.C(O)C(N)(CO)CO, predict the reaction product. The product is: [Br:15][C:16]1[CH:21]=[C:20]([F:22])[C:19]([Cl:23])=[CH:18][C:17]=1[S:24]([NH:1][C@@H:2]1[CH2:3][C@H:4]([CH3:14])[N:5]([C:7]#[N:30])[CH2:6]1)(=[O:26])=[O:25]. (3) Given the reactants O[CH:2]([C:14]1[CH:19]=[CH:18][CH:17]=[C:16]([N+:20]([O-:22])=[O:21])[C:15]=1[CH3:23])[C:3]1[N:4]=[CH:5][N:6]([S:8]([N:11]([CH3:13])[CH3:12])(=[O:10])=[O:9])[CH:7]=1.C([SiH](CC)CC)C, predict the reaction product. The product is: [CH3:13][N:11]([CH3:12])[S:8]([N:6]1[CH:7]=[C:3]([CH2:2][C:14]2[CH:19]=[CH:18][CH:17]=[C:16]([N+:20]([O-:22])=[O:21])[C:15]=2[CH3:23])[N:4]=[CH:5]1)(=[O:9])=[O:10]. (4) The product is: [C:1]([O:4][CH2:5][C:6]1[N:11]([C:12]2[CH:13]=[C:14]([CH:19]=[CH:20][CH:21]=2)[C:15]([O:17][CH3:18])=[O:16])[C:10](=[O:22])[C:9]([Br:24])=[C:8]([OH:23])[CH:7]=1)(=[O:3])[CH3:2]. Given the reactants [C:1]([O:4][CH2:5][C:6]1[N:11]([C:12]2[CH:13]=[C:14]([CH:19]=[CH:20][CH:21]=2)[C:15]([O:17][CH3:18])=[O:16])[C:10](=[O:22])[CH:9]=[C:8]([OH:23])[CH:7]=1)(=[O:3])[CH3:2].[Br:24]N1C(=O)CCC1=O, predict the reaction product. (5) Given the reactants [CH:1]([N:4]1[CH2:9][CH2:8][N:7]([C:10]([C:12]2[CH:17]=[CH:16][C:15](B3OC(C)(C)C(C)(C)O3)=[CH:14][CH:13]=2)=[O:11])[CH2:6][CH2:5]1)([CH3:3])[CH3:2].C(=O)([O-])[O-].[Na+].[Na+].[Br:33][C:34]1[CH:35]=[N:36][CH:37]=[C:38](Br)[CH:39]=1.C(Cl)Cl, predict the reaction product. The product is: [Br:33][C:34]1[CH:39]=[C:38]([C:15]2[CH:14]=[CH:13][C:12]([C:10]([N:7]3[CH2:6][CH2:5][N:4]([CH:1]([CH3:2])[CH3:3])[CH2:9][CH2:8]3)=[O:11])=[CH:17][CH:16]=2)[CH:37]=[N:36][CH:35]=1.